From a dataset of Forward reaction prediction with 1.9M reactions from USPTO patents (1976-2016). Predict the product of the given reaction. (1) Given the reactants [Cl:1][C:2]1[C:3]([C:24]2[C:32]3[C:27](=[CH:28][CH:29]=[CH:30][CH:31]=3)[NH:26][CH:25]=2)=[N:4][C:5]([NH:8][CH:9]2[CH2:14][CH2:13][N:12]([CH2:15][C:16]3[CH:21]=[CH:20][CH:19]=[C:18]([NH:22][CH3:23])[CH:17]=3)[CH2:11][CH2:10]2)=[N:6][CH:7]=1.[CH3:33][N:34]([CH3:41])[CH2:35]/[CH:36]=[CH:37]/[C:38](O)=[O:39].CN(C(ON1N=NC2C=CC=NC1=2)=[N+](C)C)C.F[P-](F)(F)(F)(F)F.CCN(CC)CC, predict the reaction product. The product is: [Cl:1][C:2]1[C:3]([C:24]2[C:32]3[C:27](=[CH:28][CH:29]=[CH:30][CH:31]=3)[NH:26][CH:25]=2)=[N:4][C:5]([NH:8][CH:9]2[CH2:14][CH2:13][N:12]([CH2:15][C:16]3[CH:17]=[C:18]([N:22]([CH3:23])[C:38](=[O:39])/[CH:37]=[CH:36]/[CH2:35][N:34]([CH3:41])[CH3:33])[CH:19]=[CH:20][CH:21]=3)[CH2:11][CH2:10]2)=[N:6][CH:7]=1. (2) Given the reactants [NH2:1][N:2]1[C:6]([CH2:7][CH3:8])=[CH:5][CH:4]=[C:3]1[C:9]([C:11]1[CH:12]=[C:13]([CH:16]=[CH:17][CH:18]=1)[C:14]#[N:15])=O.[CH3:19][C:20](=O)[CH2:21][C:22](=[O:24])[CH3:23].O.C1(C)C=CC(S(O)(=O)=O)=CC=1, predict the reaction product. The product is: [C:22]([C:21]1[C:20]([CH3:19])=[N:1][N:2]2[C:6]([CH2:7][CH3:8])=[CH:5][CH:4]=[C:3]2[C:9]=1[C:11]1[CH:12]=[C:13]([CH:16]=[CH:17][CH:18]=1)[C:14]#[N:15])(=[O:24])[CH3:23].